Dataset: Reaction yield outcomes from USPTO patents with 853,638 reactions. Task: Predict the reaction yield, written as a fraction of the theoretical maximum amount of product (1.0 means a 100% yield; for example, 0.34 means a 34% yield). (1) The reactants are [F:1][C:2]([F:22])([F:21])[C:3]1[CH:4]=[C:5]([C:9]2[CH:10]=[CH:11][C:12]3[N:18]4[CH2:19][C@H:15]([CH2:16][CH2:17]4)[NH:14][C:13]=3[N:20]=2)[CH:6]=[CH:7][CH:8]=1.[H-].[Na+].[N:25]([C:28]1[CH:29]=[C:30]([C:34]2[O:38][CH:37]=[N:36][CH:35]=2)[CH:31]=[CH:32][CH:33]=1)=[C:26]=[S:27].CO. The catalyst is CN(C=O)C. The product is [O:38]1[C:34]([C:30]2[CH:29]=[C:28]([NH:25][C:26]([N:14]3[C@@H:15]4[CH2:19][N:18]([CH2:17][CH2:16]4)[C:12]4[CH:11]=[CH:10][C:9]([C:5]5[CH:6]=[CH:7][CH:8]=[C:3]([C:2]([F:21])([F:1])[F:22])[CH:4]=5)=[N:20][C:13]3=4)=[S:27])[CH:33]=[CH:32][CH:31]=2)=[CH:35][N:36]=[CH:37]1. The yield is 0.460. (2) The reactants are [C:1]([O:5][C:6](=[O:35])[NH:7][C:8]1[CH:9]=[C:10]2[CH:16]=[C:15]([C:17](=[O:25])[CH2:18][CH:19]3[CH2:24][CH2:23][O:22][CH2:21][CH2:20]3)[N:14]([S:26]([C:29]3[CH:34]=[CH:33][CH:32]=[CH:31][CH:30]=3)(=[O:28])=[O:27])[C:11]2=[N:12][CH:13]=1)([CH3:4])([CH3:3])[CH3:2].C[Si]([N-][Si](C)(C)C)(C)C.[Li+].[C:46]1([CH3:66])[CH:51]=[CH:50][C:49]([S:52](O[S:52]([C:49]2[CH:50]=[CH:51][C:46]([CH3:66])=[CH:47][CH:48]=2)(=[O:54])=[O:53])(=[O:54])=[O:53])=[CH:48][CH:47]=1. The catalyst is O1CCCC1. The product is [C:29]1([S:26]([N:14]2[C:11]3=[N:12][CH:13]=[C:8]([NH:7][C:6]([O:5][C:1]([CH3:4])([CH3:2])[CH3:3])=[O:35])[CH:9]=[C:10]3[CH:16]=[C:15]2[C:17]([O:25][S:52]([C:49]2[CH:50]=[CH:51][C:46]([CH3:66])=[CH:47][CH:48]=2)(=[O:54])=[O:53])=[CH:18][CH:19]2[CH2:20][CH2:21][O:22][CH2:23][CH2:24]2)(=[O:27])=[O:28])[CH:34]=[CH:33][CH:32]=[CH:31][CH:30]=1. The yield is 0.610. (3) The reactants are C[O:2][C:3](=[O:24])[CH:4]([C:13]1[CH:18]=[CH:17][C:16]([S:19]([CH3:22])(=[O:21])=[O:20])=[C:15]([Cl:23])[CH:14]=1)[CH2:5][CH:6]1[CH2:11][CH2:10][C:9](=[O:12])[CH2:8][CH2:7]1.[OH-].[Li+]. The catalyst is CO.O. The product is [Cl:23][C:15]1[CH:14]=[C:13]([CH:4]([CH2:5][CH:6]2[CH2:11][CH2:10][C:9](=[O:12])[CH2:8][CH2:7]2)[C:3]([OH:24])=[O:2])[CH:18]=[CH:17][C:16]=1[S:19]([CH3:22])(=[O:21])=[O:20]. The yield is 0.970. (4) The reactants are [OH:1][C:2]1[CH:3]=[CH:4][CH:5]=[C:6]2[C:11]=1[N:10]=[C:9]([CH:12]=[N:13]O)[CH:8]=[CH:7]2. The catalyst is [Pd].[C].CO. The product is [NH2:13][CH2:12][C:9]1[CH:8]=[CH:7][C:6]2[C:11](=[C:2]([OH:1])[CH:3]=[CH:4][CH:5]=2)[N:10]=1. The yield is 0.820. (5) The reactants are Br[C:2]1[CH:3]=[CH:4][C:5]([N+:8]([O-:10])=[O:9])=[N:6][CH:7]=1.[CH3:11][C@H:12]1[NH:17][CH2:16][CH2:15][N:14]([C:18]([O:20][C:21]([CH3:24])([CH3:23])[CH3:22])=[O:19])[CH2:13]1.C(=O)([O-])[O-].[Cs+].[Cs+].CC1(C)C2C(=C(P(C3C=CC=CC=3)C3C=CC=CC=3)C=CC=2)OC2C(P(C3C=CC=CC=3)C3C=CC=CC=3)=CC=CC1=2. The catalyst is C1C=CC(/C=C/C(/C=C/C2C=CC=CC=2)=O)=CC=1.C1C=CC(/C=C/C(/C=C/C2C=CC=CC=2)=O)=CC=1.C1C=CC(/C=C/C(/C=C/C2C=CC=CC=2)=O)=CC=1.[Pd].[Pd].O1CCOCC1. The product is [CH3:11][C@H:12]1[N:17]([C:2]2[CH:7]=[N:6][C:5]([N+:8]([O-:10])=[O:9])=[CH:4][CH:3]=2)[CH2:16][CH2:15][N:14]([C:18]([O:20][C:21]([CH3:22])([CH3:24])[CH3:23])=[O:19])[CH2:13]1. The yield is 0.440. (6) The reactants are [F:1][C:2]([F:21])([F:20])[C@@H:3]1[CH2:7][N:6]([C:8]([O:10][C:11]([CH3:14])([CH3:13])[CH3:12])=[O:9])[CH2:5][C@H:4]1[C:15]([O:17]CC)=[O:16].[Li+].[OH-].O.C1COCC1. The catalyst is CO. The product is [C:11]([O:10][C:8]([N:6]1[CH2:7][C@@H:3]([C:2]([F:21])([F:1])[F:20])[C@H:4]([C:15]([OH:17])=[O:16])[CH2:5]1)=[O:9])([CH3:14])([CH3:12])[CH3:13]. The yield is 0.870.